From a dataset of Catalyst prediction with 721,799 reactions and 888 catalyst types from USPTO. Predict which catalyst facilitates the given reaction. (1) Reactant: [Br:1][C:2]1[S:3][C:4]([C:8]([OH:10])=O)=[C:5]([CH3:7])[N:6]=1.CN1CCOCC1.C(OC(Cl)=O)C(C)C.[N:26]1[CH:31]=[CH:30][CH:29]=[C:28]([CH2:32][NH2:33])[CH:27]=1. Product: [Br:1][C:2]1[S:3][C:4]([C:8]([NH:33][CH2:32][C:28]2[CH:27]=[N:26][CH:31]=[CH:30][CH:29]=2)=[O:10])=[C:5]([CH3:7])[N:6]=1. The catalyst class is: 96. (2) Reactant: [Br:1][C:2]1[CH:10]=[CH:9][CH:8]=[C:7]2[C:3]=1[CH2:4][CH2:5][C:6]12[C:14](=[O:15])[NH:13][C:12](=[O:16])[NH:11]1.C([O-])([O-])=O.[K+].[K+].Br[CH2:24][C:25]([O:27][C:28]([CH3:31])([CH3:30])[CH3:29])=[O:26]. Product: [Br:1][C:2]1[CH:10]=[CH:9][CH:8]=[C:7]2[C:3]=1[CH2:4][CH2:5][C:6]12[C:14](=[O:15])[N:13]([CH2:24][C:25]([O:27][C:28]([CH3:31])([CH3:30])[CH3:29])=[O:26])[C:12](=[O:16])[NH:11]1. The catalyst class is: 18. (3) Product: [C:1]([O:5][C:6](=[O:18])[NH:7][C:8]1[CH:13]=[C:12]([C:14]#[N:15])[CH:11]=[C:10]([N:32]2[CH2:31][CH2:30][N:29]([CH:34]3[CH2:37][O:36][CH2:35]3)[CH:28]([CH2:27][O:26][Si:19]([C:22]([CH3:25])([CH3:24])[CH3:23])([CH3:20])[CH3:21])[CH2:33]2)[C:9]=1[Cl:17])([CH3:4])([CH3:3])[CH3:2]. Reactant: [C:1]([O:5][C:6](=[O:18])[NH:7][C:8]1[CH:13]=[C:12]([C:14]#[N:15])[CH:11]=[C:10](Br)[C:9]=1[Cl:17])([CH3:4])([CH3:3])[CH3:2].[Si:19]([O:26][CH2:27][CH:28]1[CH2:33][NH:32][CH2:31][CH2:30][N:29]1[CH:34]1[CH2:37][O:36][CH2:35]1)([C:22]([CH3:25])([CH3:24])[CH3:23])([CH3:21])[CH3:20].C1C=CC(P(C2C(C3C(P(C4C=CC=CC=4)C4C=CC=CC=4)=CC=C4C=3C=CC=C4)=C3C(C=CC=C3)=CC=2)C2C=CC=CC=2)=CC=1.C([O-])([O-])=O.[Cs+].[Cs+]. The catalyst class is: 187. (4) Reactant: [F:1][C:2]1[CH:3]=[C:4]([C:8]2[C:9]([C:20](N(OC)C)=[O:21])=[CH:10][C:11]([CH:18]=[CH2:19])=[C:12]3[C:17]=2[N:16]=[CH:15][CH:14]=[CH:13]3)[CH:5]=[CH:6][CH:7]=1.[CH3:26][Mg]Br. Product: [F:1][C:2]1[CH:3]=[C:4]([C:8]2[C:9]([C:20](=[O:21])[CH3:26])=[CH:10][C:11]([CH:18]=[CH2:19])=[C:12]3[C:17]=2[N:16]=[CH:15][CH:14]=[CH:13]3)[CH:5]=[CH:6][CH:7]=1. The catalyst class is: 7. (5) Reactant: [O:1]=[C:2]1[N:6]([CH2:7][CH2:8][CH2:9][CH2:10][CH2:11][CH2:12][C:13]([O:15][CH2:16][CH3:17])=[O:14])[C@@H:5]([CH2:18][O:19]C2CCCCO2)[CH2:4][S:3]1.C1(C)C=CC(S(O)(=O)=O)=CC=1.C(N(CC)CC)C. Product: [OH:19][CH2:18][C@H:5]1[CH2:4][S:3][C:2](=[O:1])[N:6]1[CH2:7][CH2:8][CH2:9][CH2:10][CH2:11][CH2:12][C:13]([O:15][CH2:16][CH3:17])=[O:14]. The catalyst class is: 14.